This data is from Forward reaction prediction with 1.9M reactions from USPTO patents (1976-2016). The task is: Predict the product of the given reaction. (1) The product is: [Cl:1][C:2]1[N:7]=[N:6][C:5]([CH2:8][N:26]2[CH:25]=[CH:24][N:23]=[C:22]2[C:18]2[CH:19]=[CH:20][CH:21]=[C:16]([F:15])[N:17]=2)=[C:4]([N:10]([CH2:13][CH3:14])[CH2:11][CH3:12])[CH:3]=1. Given the reactants [Cl:1][C:2]1[N:7]=[N:6][C:5]([CH2:8]Cl)=[C:4]([N:10]([CH2:13][CH3:14])[CH2:11][CH3:12])[CH:3]=1.[F:15][C:16]1[CH:21]=[CH:20][CH:19]=[C:18]([C:22]2[NH:23][CH:24]=[CH:25][N:26]=2)[N:17]=1.C([O-])([O-])=O.[K+].[K+], predict the reaction product. (2) The product is: [CH3:1][C:2]1[N:7]=[CH:6][C:5]([C:8]#[C:9][C:20]2[CH2:25][CH2:24][N:23]([C:26]([O:28][C:29]([CH3:32])([CH3:31])[CH3:30])=[O:27])[CH2:22][CH:21]=2)=[CH:4][N:3]=1. Given the reactants [CH3:1][C:2]1[N:7]=[CH:6][C:5]([C:8]#[C:9][Si](C)(C)C)=[CH:4][N:3]=1.FC(F)(F)S(O[C:20]1[CH2:21][CH2:22][N:23]([C:26]([O:28][C:29]([CH3:32])([CH3:31])[CH3:30])=[O:27])[CH2:24][CH:25]=1)(=O)=O, predict the reaction product. (3) Given the reactants C[O:2][C:3]([C:5]1[C:10]([O:11]C(=O)C2C=CC=CC=2)=[C:9]([OH:20])[N:8]=[C:7]([C:21]2([NH:27][C:28]([O:30][C:31]([CH3:34])([CH3:33])[CH3:32])=[O:29])[CH2:26][CH2:25][O:24][CH2:23][CH2:22]2)[N:6]=1)=O.[F:35][C:36]1[CH:43]=[CH:42][C:39]([CH2:40][NH2:41])=[C:38]([S:44]([CH3:47])(=[O:46])=[O:45])[CH:37]=1, predict the reaction product. The product is: [C:31]([O:30][C:28](=[O:29])[NH:27][C:21]1([C:7]2[N:6]=[C:5]([C:3]([NH:41][CH2:40][C:39]3[CH:42]=[CH:43][C:36]([F:35])=[CH:37][C:38]=3[S:44]([CH3:47])(=[O:46])=[O:45])=[O:2])[C:10]([OH:11])=[C:9]([OH:20])[N:8]=2)[CH2:22][CH2:23][O:24][CH2:25][CH2:26]1)([CH3:33])([CH3:32])[CH3:34]. (4) Given the reactants C[O:2][C:3](=[O:14])[CH2:4][C:5]1[CH:10]=[C:9]([Br:11])[C:8]([F:12])=[CH:7][C:6]=1[CH3:13].[OH-].[Na+], predict the reaction product. The product is: [Br:11][C:9]1[C:8]([F:12])=[CH:7][C:6]([CH3:13])=[C:5]([CH2:4][C:3]([OH:14])=[O:2])[CH:10]=1. (5) Given the reactants CN(C)CCCN(CC)C([O:9][C:10](=O)[C:11]([F:48])([F:47])[CH:12]([NH:14][C:15]([NH:17][C@:18](C1C=CC(Cl)=CN=1)([C:26]1[CH:31]=[C:30]([O:32][C:33]([F:38])([F:37])[CH:34]([F:36])[F:35])[CH:29]=[C:28]([F:39])[CH:27]=1)[CH2:19][C:20]1[CH:25]=[CH:24][CH:23]=[CH:22][CH:21]=1)=[O:16])[CH3:13])=N.[CH3:53][NH2:54].[ClH:55].C[CH2:57][N:58](CC)CC.[CH2:63]1[CH2:67]O[CH2:65][CH2:64]1, predict the reaction product. The product is: [Cl:55][C:64]1[CH:63]=[CH:67][C:53]([C@@:18]([NH:17][C:15](=[O:16])[NH:14][CH:12]([CH3:13])[C:11]([F:48])([F:47])[C:10]([NH:58][CH3:57])=[O:9])([C:26]2[CH:31]=[C:30]([O:32][C:33]([F:38])([F:37])[CH:34]([F:35])[F:36])[CH:29]=[C:28]([F:39])[CH:27]=2)[CH2:19][C:20]2[CH:25]=[CH:24][CH:23]=[CH:22][CH:21]=2)=[N:54][CH:65]=1. (6) Given the reactants C([O:8][C:9]1[C:10]2[N:11]([CH:40]=[CH:41][N:42]=2)[C:12]([C:15]2[N:16]=[C:17]([N:34]3[CH2:39][CH2:38][O:37][CH2:36][CH2:35]3)[C:18]3[S:23][C:22]([CH2:24][N:25]4[CH2:30][CH2:29][CH:28]([N:31]([CH3:33])[CH3:32])[CH2:27][CH2:26]4)=[CH:21][C:19]=3[N:20]=2)=[CH:13][CH:14]=1)C1C=CC=CC=1, predict the reaction product. The product is: [CH3:32][N:31]([CH3:33])[CH:28]1[CH2:29][CH2:30][N:25]([CH2:24][C:22]2[S:23][C:18]3[C:17]([N:34]4[CH2:39][CH2:38][O:37][CH2:36][CH2:35]4)=[N:16][C:15]([C:12]4[N:11]5[CH:40]=[CH:41][N:42]=[C:10]5[C:9]([OH:8])=[CH:14][CH:13]=4)=[N:20][C:19]=3[CH:21]=2)[CH2:26][CH2:27]1.